This data is from Catalyst prediction with 721,799 reactions and 888 catalyst types from USPTO. The task is: Predict which catalyst facilitates the given reaction. (1) Reactant: [C:1]1([C:7]2[CH:15]=[CH:14][C:10]([C:11]([OH:13])=O)=[CH:9][N:8]=2)[CH:6]=[CH:5][CH:4]=[CH:3][CH:2]=1.Cl.[CH3:17][O:18][CH2:19][CH2:20][CH2:21][C:22]([NH:24][NH2:25])=[O:23].Cl.C(N=C=NCCCN(C)C)C. Product: [CH3:17][O:18][CH2:19][CH2:20][CH2:21][C:22]([NH:24][NH:25][C:11](=[O:13])[C:10]1[CH:14]=[CH:15][C:7]([C:1]2[CH:2]=[CH:3][CH:4]=[CH:5][CH:6]=2)=[N:8][CH:9]=1)=[O:23]. The catalyst class is: 17. (2) Reactant: [NH2:1][C:2]1[CH:7]=[CH:6][C:5]([C:8]2[S:12][C:11]([C:13]([O:15][CH3:16])=[O:14])=[C:10]([N:17]([C:21]([C@H:23]3[CH2:28][CH2:27][C@H:26]([CH3:29])[CH2:25][CH2:24]3)=[O:22])[CH:18]([CH3:20])[CH3:19])[CH:9]=2)=[CH:4][CH:3]=1.C1(P(C2C=CC=CC=2)C2C=CC=CC=2)C=CC=CC=1.[CH3:49][C:50]1[O:54][N:53]=[C:52]([C:55](Cl)=[O:56])[CH:51]=1. Product: [CH3:29][C@H:26]1[CH2:27][CH2:28][C@H:23]([C:21]([N:17]([CH:18]([CH3:20])[CH3:19])[C:10]2[CH:9]=[C:8]([C:5]3[CH:4]=[CH:3][C:2]([NH:1][C:55]([C:52]4[CH:51]=[C:50]([CH3:49])[O:54][N:53]=4)=[O:56])=[CH:7][CH:6]=3)[S:12][C:11]=2[C:13]([O:15][CH3:16])=[O:14])=[O:22])[CH2:24][CH2:25]1. The catalyst class is: 754. (3) Reactant: [NH2:1][C:2]1[N:7]=[CH:6][C:5]([C:8]2[CH:9]=[C:10]([NH2:19])[C:11]([NH:14][C:15]([CH3:18])([CH3:17])[CH3:16])=[CH:12][CH:13]=2)=[CH:4][N:3]=1.[CH3:20][O:21][C:22]1[CH:23]=[CH:24][C:25]([N:30]2[CH:34]=[CH:33][CH:32]=[N:31]2)=[C:26]([CH:29]=1)[CH:27]=O.OOS([O-])=O.[K+].S([O-])([O-])(=O)=S.[Na+].[Na+]. Product: [C:15]([N:14]1[C:11]2[CH:12]=[CH:13][C:8]([C:5]3[CH:4]=[N:3][C:2]([NH2:1])=[N:7][CH:6]=3)=[CH:9][C:10]=2[N:19]=[C:27]1[C:26]1[CH:29]=[C:22]([O:21][CH3:20])[CH:23]=[CH:24][C:25]=1[N:30]1[CH:34]=[CH:33][CH:32]=[N:31]1)([CH3:16])([CH3:18])[CH3:17]. The catalyst class is: 18. (4) Reactant: CCOC(/N=N/C(OCC)=O)=O.C1C=CC(P(C2C=CC=CC=2)C2C=CC=CC=2)=CC=1.[NH2:32][C:33]1[N:38]=[C:37]([NH:39][CH2:40][CH2:41][NH:42][C:43]2[CH:48]=[CH:47][C:46]([NH:49][C:50](=O)[CH2:51][N:52]([CH2:54][CH2:55][OH:56])[CH3:53])=[C:45]([C:58]3[CH:63]=[CH:62][C:61]([Cl:64])=[CH:60][C:59]=3[Cl:65])[CH:44]=2)[CH:36]=[CH:35][C:34]=1[N+:66]([O-:68])=[O:67]. Product: [NH2:32][C:33]1[N:38]=[C:37]([NH:39][CH2:40][CH2:41][NH:42][C:43]2[CH:48]=[CH:47][C:46]([N:49]3[CH2:50][CH2:51][N:52]([CH3:53])[CH2:54][C:55]3=[O:56])=[C:45]([C:58]3[CH:63]=[CH:62][C:61]([Cl:64])=[CH:60][C:59]=3[Cl:65])[CH:44]=2)[CH:36]=[CH:35][C:34]=1[N+:66]([O-:68])=[O:67]. The catalyst class is: 1.